From a dataset of NCI-60 drug combinations with 297,098 pairs across 59 cell lines. Regression. Given two drug SMILES strings and cell line genomic features, predict the synergy score measuring deviation from expected non-interaction effect. (1) Drug 1: CC1OCC2C(O1)C(C(C(O2)OC3C4COC(=O)C4C(C5=CC6=C(C=C35)OCO6)C7=CC(=C(C(=C7)OC)O)OC)O)O. Drug 2: CC1=C2C(C(=O)C3(C(CC4C(C3C(C(C2(C)C)(CC1OC(=O)C(C(C5=CC=CC=C5)NC(=O)OC(C)(C)C)O)O)OC(=O)C6=CC=CC=C6)(CO4)OC(=O)C)O)C)O. Cell line: ACHN. Synergy scores: CSS=57.6, Synergy_ZIP=-3.49, Synergy_Bliss=0.172, Synergy_Loewe=0.890, Synergy_HSA=3.07. (2) Drug 1: COC1=C(C=C2C(=C1)N=CN=C2NC3=CC(=C(C=C3)F)Cl)OCCCN4CCOCC4. Drug 2: C1CN1P(=S)(N2CC2)N3CC3. Cell line: A549. Synergy scores: CSS=51.8, Synergy_ZIP=-1.76, Synergy_Bliss=1.40, Synergy_Loewe=3.51, Synergy_HSA=7.44. (3) Drug 2: C1C(C(OC1N2C=NC3=C2NC=NCC3O)CO)O. Drug 1: COC1=NC(=NC2=C1N=CN2C3C(C(C(O3)CO)O)O)N. Cell line: HCC-2998. Synergy scores: CSS=5.91, Synergy_ZIP=-6.45, Synergy_Bliss=-10.3, Synergy_Loewe=-9.36, Synergy_HSA=-8.70. (4) Cell line: CCRF-CEM. Synergy scores: CSS=-6.59, Synergy_ZIP=-2.56, Synergy_Bliss=-14.1, Synergy_Loewe=-17.2, Synergy_HSA=-15.4. Drug 1: CS(=O)(=O)C1=CC(=C(C=C1)C(=O)NC2=CC(=C(C=C2)Cl)C3=CC=CC=N3)Cl. Drug 2: C(CN)CNCCSP(=O)(O)O.